Task: Predict the product of the given reaction.. Dataset: Forward reaction prediction with 1.9M reactions from USPTO patents (1976-2016) Given the reactants Br[C:2]1[CH:25]=[CH:24][C:5]2[C:6]3[N:7]([CH:11]=[C:12]([C:14]4[N:18]([CH:19]([CH3:21])[CH3:20])[N:17]=[C:16]([CH2:22][OH:23])[N:15]=4)[N:13]=3)[CH2:8][CH2:9][O:10][C:4]=2[CH:3]=1.[CH3:26][C:27]([OH:44])([CH3:43])[CH2:28][N:29]1[CH:33]=[C:32](B2OC(C)(C)C(C)(C)O2)[CH:31]=[N:30]1, predict the reaction product. The product is: [OH:23][CH2:22][C:16]1[N:15]=[C:14]([C:12]2[N:13]=[C:6]3[C:5]4[CH:24]=[CH:25][C:2]([C:32]5[CH:31]=[N:30][N:29]([CH2:28][C:27]([CH3:43])([OH:44])[CH3:26])[CH:33]=5)=[CH:3][C:4]=4[O:10][CH2:9][CH2:8][N:7]3[CH:11]=2)[N:18]([CH:19]([CH3:21])[CH3:20])[N:17]=1.